From a dataset of Full USPTO retrosynthesis dataset with 1.9M reactions from patents (1976-2016). Predict the reactants needed to synthesize the given product. (1) Given the product [CH3:32][Si:2]([CH3:1])([CH3:31])[CH2:3][CH2:4][O:5][C:6](=[O:30])[C@H:7]([CH2:26][CH2:27][S:28][CH3:29])[NH:8][C:9](=[O:25])[C:10]1[CH:15]=[CH:14][C:13]([NH2:16])=[CH:12][C:11]=1[C:19]1[CH:24]=[CH:23][CH:22]=[CH:21][CH:20]=1, predict the reactants needed to synthesize it. The reactants are: [CH3:1][Si:2]([CH3:32])([CH3:31])[CH2:3][CH2:4][O:5][C:6](=[O:30])[C@H:7]([CH2:26][CH2:27][S:28][CH3:29])[NH:8][C:9](=[O:25])[C:10]1[CH:15]=[CH:14][C:13]([N+:16]([O-])=O)=[CH:12][C:11]=1[C:19]1[CH:24]=[CH:23][CH:22]=[CH:21][CH:20]=1.C([O-])=O.[NH4+]. (2) Given the product [CH2:11]([O:10][C:8]([N:7]1[CH:4]([C:3]([OH:2])=[O:18])[CH2:5][O:6][CH:21]1[C:22]1[CH:27]=[CH:26][CH:25]=[CH:24][CH:23]=1)=[O:9])[C:12]1[CH:17]=[CH:16][CH:15]=[CH:14][CH:13]=1, predict the reactants needed to synthesize it. The reactants are: C[O:2][C:3](=[O:18])[CH:4]([NH:7][C:8]([O:10][CH2:11][C:12]1[CH:17]=[CH:16][CH:15]=[CH:14][CH:13]=1)=[O:9])[CH2:5][OH:6].CO[CH:21](OC)[C:22]1[CH:27]=[CH:26][CH:25]=[CH:24][CH:23]=1.